This data is from Forward reaction prediction with 1.9M reactions from USPTO patents (1976-2016). The task is: Predict the product of the given reaction. (1) The product is: [ClH:2].[Cl:2][C:3]1[CH:8]=[C:7]2[C:6](=[CH:5][CH:4]=1)[NH:9][C:11]([C:15]1[CH:16]=[N:17][CH:18]=[CH:19][CH:20]=1)=[C:12]2[CH3:13]. Given the reactants Cl.[Cl:2][C:3]1[CH:8]=[CH:7][C:6]([NH:9]N)=[CH:5][CH:4]=1.[C:11]([C:15]1[CH:16]=[N:17][CH:18]=[CH:19][CH:20]=1)(=O)[CH2:12][CH3:13].Cl, predict the reaction product. (2) Given the reactants [OH:1][CH2:2][C@@H:3]1[CH2:7][CH2:6][CH2:5][N:4]1[C:8]1[N:13]=[C:12]([NH:14][CH2:15][C:16]2[CH:21]=[CH:20][C:19]([O:22][CH3:23])=[C:18]([Cl:24])[CH:17]=2)[C:11]([CH:25]=[O:26])=[CH:10][N:9]=1.C[Li].[C:29](=O)([O-])O.[Na+], predict the reaction product. The product is: [OH:1][CH2:2][CH:3]1[CH2:7][CH2:6][CH2:5][N:4]1[C:8]1[N:13]=[C:12]([NH:14][CH2:15][C:16]2[CH:21]=[CH:20][C:19]([O:22][CH3:23])=[C:18]([Cl:24])[CH:17]=2)[C:11]([C@@H:25]([OH:26])[CH3:29])=[CH:10][N:9]=1. (3) Given the reactants Cl[C:2]1[CH:3]=[CH:4][C:5]2[NH:11][C:10](=[O:12])[CH2:9][CH2:8][NH:7][C:6]=2[N:13]=1.[Cl:14][C:15]1[CH:16]=[C:17](B(O)O)[CH:18]=[CH:19][CH:20]=1.C(=O)([O-])[O-].[Cs+].[Cs+], predict the reaction product. The product is: [Cl:14][C:15]1[CH:20]=[C:19]([C:2]2[CH:3]=[CH:4][C:5]3[NH:11][C:10](=[O:12])[CH2:9][CH2:8][NH:7][C:6]=3[N:13]=2)[CH:18]=[CH:17][CH:16]=1. (4) The product is: [Cl:1][C:2]1[S:6][C:5]([S:7]([N:10]([CH2:25][CH3:26])[C:11]2([C:14]([O:16][CH3:17])=[O:15])[CH2:13][CH2:12]2)(=[O:9])=[O:8])=[CH:4][CH:3]=1. Given the reactants [Cl:1][C:2]1[S:6][C:5]([S:7]([NH:10][C:11]2([C:14]([O:16][CH3:17])=[O:15])[CH2:13][CH2:12]2)(=[O:9])=[O:8])=[CH:4][CH:3]=1.C([O-])([O-])=O.[K+].[K+].I[CH2:25][CH3:26], predict the reaction product.